This data is from Forward reaction prediction with 1.9M reactions from USPTO patents (1976-2016). The task is: Predict the product of the given reaction. (1) Given the reactants [NH2:1][C:2]([C:4]1[NH:8][C:7]([C:9]([O:11]C(C)(C)C)=[O:10])=[C:6]([CH:16]([CH3:18])[CH3:17])[C:5]=1[S:19]([C:22]1[CH:27]=[CH:26][CH:25]=[CH:24][CH:23]=1)(=[O:21])=[O:20])=[O:3].C(O)(C(F)(F)F)=O, predict the reaction product. The product is: [NH2:1][C:2]([C:4]1[NH:8][C:7]([C:9]([OH:11])=[O:10])=[C:6]([CH:16]([CH3:18])[CH3:17])[C:5]=1[S:19]([C:22]1[CH:23]=[CH:24][CH:25]=[CH:26][CH:27]=1)(=[O:20])=[O:21])=[O:3]. (2) Given the reactants Cl[C:2]([O:4][CH2:5][Cl:6])=[O:3].[CH2:7]([OH:13])[CH2:8][CH2:9][CH2:10][CH2:11][CH3:12].N1C=CC=CC=1.Cl, predict the reaction product. The product is: [C:2](=[O:3])([O:4][CH2:5][Cl:6])[O:13][CH2:7][CH2:8][CH2:9][CH2:10][CH2:11][CH3:12]. (3) The product is: [Br:1][C:2]1[CH:3]=[CH:4][C:5]([Cl:27])=[C:6]([CH:26]=1)[C:7]([NH:9][C:10]1[N:14]([C:15]2[CH:20]=[CH:19][CH:18]=[CH:17][CH:16]=2)[N:13]=[C:12]([C:21]([OH:23])=[O:22])[CH:11]=1)=[O:8]. Given the reactants [Br:1][C:2]1[CH:3]=[CH:4][C:5]([Cl:27])=[C:6]([CH:26]=1)[C:7]([NH:9][C:10]1[N:14]([C:15]2[CH:20]=[CH:19][CH:18]=[CH:17][CH:16]=2)[N:13]=[C:12]([C:21]([O:23]CC)=[O:22])[CH:11]=1)=[O:8].[Li+].[OH-].Cl, predict the reaction product. (4) Given the reactants [F:1][C:2]1[C:3]([N:10]2[CH:14]=[CH:13][C:12]([NH2:15])=[N:11]2)=[N:4][C:5]([F:9])=[C:6]([F:8])[CH:7]=1.[Br:16][C:17]1[CH:25]=[CH:24][CH:23]=[CH:22][C:18]=1[C:19](Cl)=[O:20].C(N(CC)CC)C, predict the reaction product. The product is: [Br:16][C:17]1[CH:25]=[CH:24][CH:23]=[CH:22][C:18]=1[C:19]([NH:15][C:12]1[CH:13]=[CH:14][N:10]([C:3]2[C:2]([F:1])=[CH:7][C:6]([F:8])=[C:5]([F:9])[N:4]=2)[N:11]=1)=[O:20]. (5) Given the reactants FC(F)(F)S(O[C:7]1[CH2:12][CH2:11][CH:10]([O:13][CH2:14][CH:15]2[CH2:20][CH2:19][N:18]([C:21]([O:23][C:24]([CH3:27])([CH3:26])[CH3:25])=[O:22])[CH2:17][CH2:16]2)[CH2:9][CH:8]=1)(=O)=O.[CH3:30][S:31]([C:34]1[N:39]=[CH:38][C:37](B(O)O)=[CH:36][CH:35]=1)(=[O:33])=[O:32].C(=O)([O-])[O-].[Na+].[Na+], predict the reaction product. The product is: [CH3:30][S:31]([C:34]1[N:39]=[CH:38][C:37]([C:7]2[CH2:12][CH2:11][CH:10]([O:13][CH2:14][CH:15]3[CH2:20][CH2:19][N:18]([C:21]([O:23][C:24]([CH3:25])([CH3:26])[CH3:27])=[O:22])[CH2:17][CH2:16]3)[CH2:9][CH:8]=2)=[CH:36][CH:35]=1)(=[O:33])=[O:32]. (6) Given the reactants [Br:1][C:2]1[CH:3]=[C:4]2[C:10]([CH3:12])([CH3:11])[CH2:9][NH:8][C:5]2=[N:6][CH:7]=1.C[Si]([N-][Si](C)(C)C)(C)C.[Li+].[C:23]([O:27][C:28](O[C:28]([O:27][C:23]([CH3:26])([CH3:25])[CH3:24])=[O:29])=[O:29])([CH3:26])([CH3:25])[CH3:24], predict the reaction product. The product is: [Br:1][C:2]1[CH:3]=[C:4]2[C:10]([CH3:12])([CH3:11])[CH2:9][N:8]([C:28]([O:27][C:23]([CH3:26])([CH3:25])[CH3:24])=[O:29])[C:5]2=[N:6][CH:7]=1. (7) Given the reactants [CH3:1][N:2]([C@@H:11]([CH2:15][CH:16]=[CH2:17])[C:12]([OH:14])=O)[S:3]([CH2:6][CH2:7][CH2:8][CH2:9][CH3:10])(=[O:5])=[O:4].CCN=C=NCCC[N+](C)(C)C.[I-].ON1C2C=CC=CC=2N=N1.[CH2:41]([O:44][C@H:45]1[C:53]2[C:48](=[CH:49][C:50]([O:54][CH3:55])=[CH:51][CH:52]=2)[C@@H:47]([NH:56][CH2:57][C@@H:58]([OH:70])[C@@H:59]([NH2:69])[CH2:60][C:61]2[CH:66]=[C:65]([Cl:67])[CH:64]=[C:63]([Cl:68])[CH:62]=2)[CH2:46]1)[CH:42]=[CH2:43], predict the reaction product. The product is: [CH2:41]([O:44][C@H:45]1[C:53]2[C:48](=[CH:49][C:50]([O:54][CH3:55])=[CH:51][CH:52]=2)[C@@H:47]([NH:56][CH2:57][C@@H:58]([OH:70])[C@@H:59]([NH:69][C:12](=[O:14])[C@@H:11]([N:2]([CH3:1])[S:3]([CH2:6][CH2:7][CH2:8][CH2:9][CH3:10])(=[O:4])=[O:5])[CH2:15][CH:16]=[CH2:17])[CH2:60][C:61]2[CH:62]=[C:63]([Cl:68])[CH:64]=[C:65]([Cl:67])[CH:66]=2)[CH2:46]1)[CH:42]=[CH2:43]. (8) Given the reactants [C:1]([O:5][C:6](=[O:48])[N:7]([CH2:37][C:38]1[CH:43]=[CH:42][CH:41]=[C:40]([C:44]([CH3:47])([CH3:46])[CH3:45])[CH:39]=1)[C@@H:8]1[C@@H:13]([OH:14])[C@H:12]([CH2:15][C:16]2[CH:21]=[CH:20][C:19]([NH:22][C:23](=O)[CH2:24][C:25]([C:27]3[CH:32]=[CH:31][C:30]([F:33])=[CH:29][CH:28]=3)=[O:26])=[CH:18][CH:17]=2)[CH2:11][S:10](=[O:36])(=[O:35])[CH2:9]1)([CH3:4])([CH3:3])[CH3:2].COC1C=CC(P2(SP(C3C=CC(OC)=CC=3)(=S)S2)=[S:58])=CC=1, predict the reaction product. The product is: [C:1]([O:5][C:6](=[O:48])[N:7]([CH2:37][C:38]1[CH:43]=[CH:42][CH:41]=[C:40]([C:44]([CH3:47])([CH3:46])[CH3:45])[CH:39]=1)[C@@H:8]1[C@@H:13]([OH:14])[C@H:12]([CH2:15][C:16]2[CH:17]=[CH:18][C:19]([NH:22]/[C:23](/[SH:58])=[CH:24]/[C:25]([C:27]3[CH:32]=[CH:31][C:30]([F:33])=[CH:29][CH:28]=3)=[O:26])=[CH:20][CH:21]=2)[CH2:11][S:10](=[O:35])(=[O:36])[CH2:9]1)([CH3:3])([CH3:2])[CH3:4]. (9) Given the reactants C(OC(=O)[N:7]([CH2:32][CH:33]=[CH2:34])[C@H:8]1[CH2:17][CH2:16][C:15]2[C:10](=[CH:11][CH:12]=[C:13]([N:18]([S:20]([C:23]3[CH:28]=[CH:27][C:26]([CH:29]([CH3:31])[CH3:30])=[CH:25][CH:24]=3)(=[O:22])=[O:21])[CH3:19])[CH:14]=2)[CH2:9]1)(C)(C)C.FC(F)(F)C(O)=O, predict the reaction product. The product is: [CH2:32]([NH:7][C@H:8]1[CH2:17][CH2:16][C:15]2[CH:14]=[C:13]([N:18]([CH3:19])[S:20]([C:23]3[CH:28]=[CH:27][C:26]([CH:29]([CH3:30])[CH3:31])=[CH:25][CH:24]=3)(=[O:21])=[O:22])[CH:12]=[CH:11][C:10]=2[CH2:9]1)[CH:33]=[CH2:34]. (10) Given the reactants C([BH3-])#N.[Na+].[Cl:5][C:6]1[CH:11]=[CH:10][C:9]([F:12])=[CH:8][C:7]=1/[CH:13]=[N:14]/[N:15]1[C:20](=[O:21])[CH:19]=[C:18]([CH3:22])[N:17]([CH2:23][C:24]([O:26][C:27]([CH3:30])([CH3:29])[CH3:28])=[O:25])[C:16]1=[O:31], predict the reaction product. The product is: [Cl:5][C:6]1[CH:11]=[CH:10][C:9]([F:12])=[CH:8][C:7]=1[CH2:13][NH:14][N:15]1[C:20](=[O:21])[CH:19]=[C:18]([CH3:22])[N:17]([CH2:23][C:24]([O:26][C:27]([CH3:29])([CH3:30])[CH3:28])=[O:25])[C:16]1=[O:31].